This data is from Full USPTO retrosynthesis dataset with 1.9M reactions from patents (1976-2016). The task is: Predict the reactants needed to synthesize the given product. (1) Given the product [CH3:1][S:2]([C:5]1[CH:6]=[C:7]([NH:8][C:17]([NH2:18])=[O:16])[CH:9]=[CH:10][CH:11]=1)(=[O:3])=[O:4], predict the reactants needed to synthesize it. The reactants are: [CH3:1][S:2]([C:5]1[CH:6]=[C:7]([CH:9]=[CH:10][CH:11]=1)[NH2:8])(=[O:4])=[O:3].C(O)(=O)C.[O-:16][C:17]#[N:18].[Na+]. (2) Given the product [NH2:1][C:11]1[C:12](=[O:19])[C:13]2[C:18]([C:9](=[O:20])[CH:10]=1)=[CH:17][CH:16]=[CH:15][CH:14]=2, predict the reactants needed to synthesize it. The reactants are: [N-:1]=[N+]=[N-].[Na+].C(O)(=O)C.[C:9]1(=[O:20])[C:18]2[C:13](=[CH:14][CH:15]=[CH:16][CH:17]=2)[C:12](=[O:19])[CH:11]=[CH:10]1. (3) Given the product [CH3:8][C:4]1[CH:5]=[CH:6][CH:7]=[C:2]([CH3:1])[C:3]=1[C:9]1[CH:10]=[C:11]2[C:15](=[CH:16][CH:17]=1)[CH:14]([NH:19][C:20]1[CH:25]=[CH:24][C:23]([CH2:26][CH2:27][C:28]([OH:30])=[O:29])=[CH:22][CH:21]=1)[CH2:13][CH2:12]2, predict the reactants needed to synthesize it. The reactants are: [CH3:1][C:2]1[CH:7]=[CH:6][CH:5]=[C:4]([CH3:8])[C:3]=1[C:9]1[CH:10]=[C:11]2[C:15](=[CH:16][CH:17]=1)[C:14](=O)[CH2:13][CH2:12]2.[NH2:19][C:20]1[CH:25]=[CH:24][C:23]([CH2:26][CH2:27][C:28]([O:30]C)=[O:29])=[CH:22][CH:21]=1.C(O)(=O)C.C(O[BH-](OC(=O)C)OC(=O)C)(=O)C.[Na+].O.[OH-].[Li+].Cl. (4) The reactants are: O=P(Cl)(Cl)Cl.C([O:9][C:10]1[C:19]([S:20]([OH:23])(=[O:22])=O)=[CH:18][C:17]2[C:12](=[CH:13][CH:14]=[C:15]([S:24]([OH:27])(=[O:26])=O)[CH:16]=2)[CH:11]=1)(=O)C.[NH2:28][C:29]1[CH:37]=[CH:36][C:32]([C:33]([OH:35])=[O:34])=[CH:31][CH:30]=1.OS(O)(=O)=O. Given the product [C:33]([C:32]1[CH:36]=[CH:37][C:29]([NH:28][S:20]([C:19]2[C:10]([OH:9])=[CH:11][C:12]3[C:17]([CH:18]=2)=[CH:16][C:15]([S:24](=[O:27])(=[O:26])[NH:28][C:29]2[CH:37]=[CH:36][C:32]([C:33]([OH:35])=[O:34])=[CH:31][CH:30]=2)=[CH:14][CH:13]=3)(=[O:22])=[O:23])=[CH:30][CH:31]=1)([OH:35])=[O:34], predict the reactants needed to synthesize it. (5) Given the product [OH:4][C@H:5]1[CH2:10][CH2:9][C@@:8]([C@H:12]2[CH2:20][CH2:19][C@@:18]3([CH3:21])[C@@H:14]([CH2:15][CH2:16][C:17]3=[CH2:22])[C@@H:13]2[C:23]([OH:25])=[O:24])([CH3:11])[C@H:7]([CH2:26][OH:27])[CH2:6]1, predict the reactants needed to synthesize it. The reactants are: C([O:4][C@H:5]1[CH2:10][CH2:9][C@@:8]([C@H:12]2[CH2:20][CH2:19][C@@:18]3([CH3:21])[C@@H:14]([CH2:15][CH2:16][C:17]3=[CH2:22])[C@@H:13]2[C:23]([OH:25])=[O:24])([CH3:11])[C@H:7]([CH2:26][O:27]C(=O)C)[CH2:6]1)(=O)C.[OH-].[Na+]. (6) The reactants are: [OH:1][C@@H:2]([CH:6]([CH3:8])[CH3:7])[C:3](O)=[O:4].C1CN([P+](ON2N=NC3C=CC=CC2=3)(N2CCCC2)N2CCCC2)CC1.F[P-](F)(F)(F)(F)F.C(OC(=O)[NH:48][CH2:49][CH2:50][CH2:51][C:52]1([C:64]2[CH:69]=[CH:68][CH:67]=[CH:66][CH:65]=2)[NH:56][N:55]=[C:54]([C:57]2[CH:62]=[CH:61][CH:60]=[C:59]([F:63])[CH:58]=2)[S:53]1)(C)(C)C.CCN(C(C)C)C(C)C.Cl. Given the product [NH2:48][CH2:49][CH2:50][CH2:51][C:52]1([C:64]2[CH:69]=[CH:68][CH:67]=[CH:66][CH:65]=2)[N:56]([C:3](=[O:4])[C@@H:2]([OH:1])[CH:6]([CH3:8])[CH3:7])[N:55]=[C:54]([C:57]2[CH:62]=[CH:61][CH:60]=[C:59]([F:63])[CH:58]=2)[S:53]1, predict the reactants needed to synthesize it. (7) The reactants are: [NH:1]1[C:9]2[C:4](=[CH:5][CH:6]=[CH:7][CH:8]=2)[C:3]2([C:21]3[C:12](=[CH:13][C:14]4[O:19][CH2:18][CH2:17][O:16][C:15]=4[CH:20]=3)[O:11][CH2:10]2)[C:2]1=[O:22].[C:23]([O-])(=[O:25])[CH3:24].[Na+]. Given the product [C:23]([N:1]1[C:9]2[C:4](=[CH:5][CH:6]=[CH:7][CH:8]=2)[C:3]2([C:21]3[C:12](=[CH:13][C:14]4[O:19][CH2:18][CH2:17][O:16][C:15]=4[CH:20]=3)[O:11][CH2:10]2)[C:2]1=[O:22])(=[O:25])[CH3:24], predict the reactants needed to synthesize it. (8) Given the product [C:15]1([CH:21]([C:23]2[CH:24]=[CH:25][CH:26]=[CH:27][CH:28]=2)[N:5]2[CH2:6][CH2:7][C:3]([CH3:2])([OH:8])[CH2:4]2)[CH:20]=[CH:19][CH:18]=[CH:17][CH:16]=1, predict the reactants needed to synthesize it. The reactants are: Cl.[CH3:2][C:3]1([OH:8])[CH2:7][CH2:6][NH:5][CH2:4]1.C(=O)([O-])[O-].[K+].[K+].[C:15]1([CH:21]([C:23]2[CH:28]=[CH:27][CH:26]=[CH:25][CH:24]=2)Br)[CH:20]=[CH:19][CH:18]=[CH:17][CH:16]=1. (9) The reactants are: [C:1]([N:8]1[CH2:12][CH2:11][C@@H:10]([OH:13])[CH2:9]1)([O:3][C:4]([CH3:7])([CH3:6])[CH3:5])=[O:2].[NH2:14][C:15]1[N:20]=[C:19]([C:21]2[CH:26]=[CH:25][C:24](O)=[CH:23][C:22]=2[O:28][CH3:29])[CH:18]=[CH:17][CH:16]=1.C1(P(C2C=CC=CC=2)C2C=CC=CC=2)C=CC=CC=1.CCOC(/N=N/C(OCC)=O)=O. Given the product [C:4]([O:3][C:1]([N:8]1[CH2:12][CH2:11][CH:10]([O:13][C:24]2[CH:25]=[CH:26][C:21]([C:19]3[CH:18]=[CH:17][CH:16]=[C:15]([NH2:14])[N:20]=3)=[C:22]([O:28][CH3:29])[CH:23]=2)[CH2:9]1)=[O:2])([CH3:7])([CH3:6])[CH3:5], predict the reactants needed to synthesize it.